From a dataset of Reaction yield outcomes from USPTO patents with 853,638 reactions. Predict the reaction yield, written as a fraction of the theoretical maximum amount of product (1.0 means a 100% yield; for example, 0.34 means a 34% yield). The reactants are [Cl:1][C:2]1[C:11]2[C:6](=[CH:7][CH:8]=[CH:9][CH:10]=2)[CH:5]=[C:4]([C:12]2[CH:17]=[CH:16][C:15]([O:18][CH3:19])=[CH:14][CH:13]=2)[N:3]=1.[ClH:20].[CH:21]1([N:24]2[CH2:29][CH2:28][NH:27][CH2:26][CH2:25]2)[CH2:23][CH2:22]1.C(=O)([O-])[O-].[K+].[K+]. The catalyst is CS(C)=O. The product is [ClH:1].[ClH:20].[CH:21]1([N:24]2[CH2:29][CH2:28][N:27]([C:2]3[C:11]4[C:6](=[CH:7][CH:8]=[CH:9][CH:10]=4)[CH:5]=[C:4]([C:12]4[CH:17]=[CH:16][C:15]([O:18][CH3:19])=[CH:14][CH:13]=4)[N:3]=3)[CH2:26][CH2:25]2)[CH2:23][CH2:22]1. The yield is 0.160.